From a dataset of Forward reaction prediction with 1.9M reactions from USPTO patents (1976-2016). Predict the product of the given reaction. (1) Given the reactants [CH3:1][S:2][C:3]1[N:4]=[N:5][C:6]([N:9]2[CH2:14][CH2:13][CH:12]([O:15][C:16]3[CH:21]=[CH:20][CH:19]=[CH:18][C:17]=3[C:22]([F:25])([F:24])[F:23])[CH2:11][CH2:10]2)=[CH:7][CH:8]=1.C(O[O-])(=O)C1C(=CC=CC=1)C([O-])=[O:30].[Mg+2], predict the reaction product. The product is: [CH3:1][S:2]([C:3]1[N:4]=[N:5][C:6]([N:9]2[CH2:14][CH2:13][CH:12]([O:15][C:16]3[CH:21]=[CH:20][CH:19]=[CH:18][C:17]=3[C:22]([F:23])([F:25])[F:24])[CH2:11][CH2:10]2)=[CH:7][CH:8]=1)=[O:30]. (2) Given the reactants [Cl:1][C:2]1[CH:3]=[CH:4][C:5]([F:11])=[C:6]([CH:10]=1)[C:7](Cl)=[O:8].[CH2:12]([NH:19][C:20]([C:22]1[S:26][C:25]([NH2:27])=[N:24][C:23]=1[CH3:28])=[O:21])[C:13]1[CH:18]=[CH:17][CH:16]=[CH:15][CH:14]=1, predict the reaction product. The product is: [CH2:12]([NH:19][C:20]([C:22]1[S:26][C:25]([NH:27][C:7](=[O:8])[C:6]2[CH:10]=[C:2]([Cl:1])[CH:3]=[CH:4][C:5]=2[F:11])=[N:24][C:23]=1[CH3:28])=[O:21])[C:13]1[CH:18]=[CH:17][CH:16]=[CH:15][CH:14]=1. (3) Given the reactants [CH2:1]([C:3]1[CH:4]=[N:5][N:6]([CH3:17])[C:7]=1[C:8]1[CH:9]=[C:10]([C:13]([O:15]C)=[O:14])[S:11][CH:12]=1)[CH3:2].[OH-].[Na+], predict the reaction product. The product is: [CH2:1]([C:3]1[CH:4]=[N:5][N:6]([CH3:17])[C:7]=1[C:8]1[CH:9]=[C:10]([C:13]([OH:15])=[O:14])[S:11][CH:12]=1)[CH3:2]. (4) The product is: [CH3:1][CH:2]([CH3:6])[C:3](=[O:5])[CH2:4][C:7](=[O:9])[CH3:8]. Given the reactants [CH3:1][CH:2]([CH3:6])[C:3](=[O:5])[CH3:4].[C:7](OCC)(=[O:9])[CH3:8].CC(C)([O-])C.[K+].Cl, predict the reaction product.